From a dataset of Merck oncology drug combination screen with 23,052 pairs across 39 cell lines. Regression. Given two drug SMILES strings and cell line genomic features, predict the synergy score measuring deviation from expected non-interaction effect. (1) Drug 1: O=C(O)C1(Cc2cccc(Nc3nccs3)n2)CCC(Oc2cccc(Cl)c2F)CC1. Drug 2: CNC(=O)c1cc(Oc2ccc(NC(=O)Nc3ccc(Cl)c(C(F)(F)F)c3)cc2)ccn1. Cell line: UACC62. Synergy scores: synergy=3.88. (2) Drug 1: CN(Cc1cnc2nc(N)nc(N)c2n1)c1ccc(C(=O)NC(CCC(=O)O)C(=O)O)cc1. Drug 2: CNC(=O)c1cc(Oc2ccc(NC(=O)Nc3ccc(Cl)c(C(F)(F)F)c3)cc2)ccn1. Cell line: A2058. Synergy scores: synergy=-10.3. (3) Drug 1: CN(C)C(=N)N=C(N)N. Drug 2: O=C(NOCC(O)CO)c1ccc(F)c(F)c1Nc1ccc(I)cc1F. Cell line: OVCAR3. Synergy scores: synergy=16.0. (4) Drug 1: CN(Cc1cnc2nc(N)nc(N)c2n1)c1ccc(C(=O)NC(CCC(=O)O)C(=O)O)cc1. Drug 2: Cc1nc(Nc2ncc(C(=O)Nc3c(C)cccc3Cl)s2)cc(N2CCN(CCO)CC2)n1. Cell line: RKO. Synergy scores: synergy=-25.0.